From a dataset of NCI-60 drug combinations with 297,098 pairs across 59 cell lines. Regression. Given two drug SMILES strings and cell line genomic features, predict the synergy score measuring deviation from expected non-interaction effect. (1) Drug 1: C1C(C(OC1N2C=NC(=NC2=O)N)CO)O. Drug 2: CC12CCC3C(C1CCC2OP(=O)(O)O)CCC4=C3C=CC(=C4)OC(=O)N(CCCl)CCCl.[Na+]. Cell line: MDA-MB-231. Synergy scores: CSS=13.5, Synergy_ZIP=-1.43, Synergy_Bliss=2.46, Synergy_Loewe=-2.02, Synergy_HSA=2.88. (2) Drug 1: C1=CN(C=N1)CC(O)(P(=O)(O)O)P(=O)(O)O. Drug 2: CN(CC1=CN=C2C(=N1)C(=NC(=N2)N)N)C3=CC=C(C=C3)C(=O)NC(CCC(=O)O)C(=O)O. Cell line: A549. Synergy scores: CSS=56.0, Synergy_ZIP=9.20, Synergy_Bliss=8.71, Synergy_Loewe=-33.7, Synergy_HSA=7.40.